Dataset: Catalyst prediction with 721,799 reactions and 888 catalyst types from USPTO. Task: Predict which catalyst facilitates the given reaction. Reactant: [N:1]1[N:5]2[CH:6]=[CH:7][C:8]([C:10]3[CH:20]=[CH:19][C:13]([C:14]([O:16][CH2:17][CH3:18])=[O:15])=[CH:12][CH:11]=3)=[N:9][C:4]2=[CH:3][CH:2]=1.C1C(=O)N([I:28])C(=O)C1. Product: [I:28][C:3]1[CH:2]=[N:1][N:5]2[CH:6]=[CH:7][C:8]([C:10]3[CH:11]=[CH:12][C:13]([C:14]([O:16][CH2:17][CH3:18])=[O:15])=[CH:19][CH:20]=3)=[N:9][C:4]=12. The catalyst class is: 47.